Dataset: Full USPTO retrosynthesis dataset with 1.9M reactions from patents (1976-2016). Task: Predict the reactants needed to synthesize the given product. (1) Given the product [F:37][S:34]([F:35])([F:36])([F:38])([F:39])[C:31]1[CH:32]=[CH:33][C:28](/[CH:27]=[CH:26]/[C:23]2[O:24][CH:25]=[C:21]([CH2:20][O:18][C:15]3[CH:14]=[CH:13][C:12]([CH2:11][CH2:10][CH2:9][CH2:8][C:7]4[N:6]=[N:5][NH:4][N:3]=4)=[CH:17][CH:16]=3)[N:22]=2)=[CH:29][CH:30]=1, predict the reactants needed to synthesize it. The reactants are: [H-].[Na+].[NH:3]1[C:7]([CH2:8][CH2:9][CH2:10][CH2:11][C:12]2[CH:17]=[CH:16][C:15]([OH:18])=[CH:14][CH:13]=2)=[N:6][N:5]=[N:4]1.Cl[CH2:20][C:21]1[N:22]=[C:23]([CH:26]=[CH:27][C:28]2[CH:33]=[CH:32][C:31]([S:34]([F:39])([F:38])([F:37])([F:36])[F:35])=[CH:30][CH:29]=2)[O:24][CH:25]=1.Cl. (2) The reactants are: [Cl:1][C:2]1[CH:7]=[C:6]([N:8](S(C)(=O)=O)[S:9]([CH3:12])(=[O:11])=[O:10])[C:5]([I:17])=[CH:4][N:3]=1.[OH-].[Na+]. Given the product [Cl:1][C:2]1[CH:7]=[C:6]([NH:8][S:9]([CH3:12])(=[O:11])=[O:10])[C:5]([I:17])=[CH:4][N:3]=1, predict the reactants needed to synthesize it. (3) Given the product [Cl:3][C:4]1[C:13]2[C:8](=[CH:9][C:10]([O:14][CH3:15])=[CH:11][CH:12]=2)[C:7]([N:16]([CH3:25])[C:17](=[O:24])[C:18]2[CH:19]=[CH:20][CH:21]=[CH:22][CH:23]=2)=[CH:6][N:5]=1, predict the reactants needed to synthesize it. The reactants are: [H-].[Na+].[Cl:3][C:4]1[C:13]2[C:8](=[CH:9][C:10]([O:14][CH3:15])=[CH:11][CH:12]=2)[C:7]([NH:16][C:17](=[O:24])[C:18]2[CH:23]=[CH:22][CH:21]=[CH:20][CH:19]=2)=[CH:6][N:5]=1.[CH3:25]I. (4) Given the product [CH2:1]([N:3]([CH:21]1[CH2:24][S:23](=[O:26])[CH2:22]1)[C:4]([C:6]1[S:10][C:9]([C:11]2[CH:12]=[N:13][CH:14]=[CH:15][CH:16]=2)=[N:8][C:7]=1[C:17]([F:20])([F:19])[F:18])=[O:5])[CH3:2], predict the reactants needed to synthesize it. The reactants are: [CH2:1]([N:3]([CH:21]1[CH2:24][S:23][CH2:22]1)[C:4]([C:6]1[S:10][C:9]([C:11]2[CH:12]=[N:13][CH:14]=[CH:15][CH:16]=2)=[N:8][C:7]=1[C:17]([F:20])([F:19])[F:18])=[O:5])[CH3:2].B1([O-])O[O:26]1.O.O.O.O.[Na+].C(=O)([O-])O.[Na+]. (5) The reactants are: [OH-].[Na+].[Cl:3][C:4]1[CH:9]=[CH:8][N:7]=[C:6]2[NH:10][CH:11]=[CH:12][C:5]=12.[S:13](Cl)([C:16]1[CH:22]=[CH:21][C:19]([CH3:20])=[CH:18][CH:17]=1)(=[O:15])=[O:14]. Given the product [Cl:3][C:4]1[CH:9]=[CH:8][N:7]=[C:6]2[N:10]([S:13]([C:16]3[CH:22]=[CH:21][C:19]([CH3:20])=[CH:18][CH:17]=3)(=[O:15])=[O:14])[CH:11]=[CH:12][C:5]=12, predict the reactants needed to synthesize it. (6) Given the product [CH3:32][O:33]/[N:34]=[CH:35]/[C:36]1[CH:37]=[N:38][C:39]([C:2]2[CH:8]=[CH:7][CH:6]=[CH:5][C:3]=2[NH2:4])=[CH:40][CH:41]=1, predict the reactants needed to synthesize it. The reactants are: I[C:2]1[CH:8]=[CH:7][CH:6]=[CH:5][C:3]=1[NH2:4].B1(B2OC(C)(C)C(C)(C)O2)OC(C)(C)C(C)(C)O1.C([O-])(=O)C.[K+].[CH3:32][O:33]/[N:34]=[CH:35]/[C:36]1[CH:37]=[N:38][C:39](Br)=[CH:40][CH:41]=1.C(=O)([O-])[O-].[Na+].[Na+]. (7) The reactants are: [CH2:1]([O:3][C:4](=[O:21])[CH:5]=[CH:6][C@@H:7]1[CH2:11][C:10]([F:13])([F:12])[CH2:9][N:8]1[C:14]([O:16][C:17]([CH3:20])([CH3:19])[CH3:18])=[O:15])[CH3:2]. Given the product [C:17]([O:16][C:14]([N:8]1[CH2:9][C:10]([F:13])([F:12])[CH2:11][C@H:7]1[CH2:6][CH2:5][C:4]([O:3][CH2:1][CH3:2])=[O:21])=[O:15])([CH3:20])([CH3:19])[CH3:18], predict the reactants needed to synthesize it.